Dataset: Forward reaction prediction with 1.9M reactions from USPTO patents (1976-2016). Task: Predict the product of the given reaction. (1) Given the reactants [F:1][C:2]1[CH:7]=[CH:6][C:5]([N:8]2[C:16]3[C:11](=[CH:12][C:13]([CH:17]([C:26]4[CH:31]=[CH:30][CH:29]=[CH:28][CH:27]=4)[CH:18]([CH2:23][CH2:24][CH3:25])[C:19]([O:21]C)=[O:20])=[CH:14][CH:15]=3)[CH:10]=[N:9]2)=[CH:4][CH:3]=1.Cl, predict the reaction product. The product is: [F:1][C:2]1[CH:3]=[CH:4][C:5]([N:8]2[C:16]3[C:11](=[CH:12][C:13]([CH:17]([C:26]4[CH:27]=[CH:28][CH:29]=[CH:30][CH:31]=4)[CH:18]([CH2:23][CH2:24][CH3:25])[C:19]([OH:21])=[O:20])=[CH:14][CH:15]=3)[CH:10]=[N:9]2)=[CH:6][CH:7]=1. (2) Given the reactants [I:1]I.[NH:3]1[C:11]2[C:6](=[CH:7][CH:8]=[CH:9][C:10]=2[CH:12]=[O:13])[CH:5]=[CH:4]1.[OH-].[K+].C(OC(=O)C)C, predict the reaction product. The product is: [I:1][C:5]1[C:6]2[C:11](=[C:10]([CH:12]=[O:13])[CH:9]=[CH:8][CH:7]=2)[NH:3][CH:4]=1. (3) The product is: [C:1]([S:5][C:6]1[CH:11]=[CH:10][C:9]([N:12]2[CH2:18][CH2:19][C:20]([OH:22])=[C:14]([C:15]#[N:16])[C:13]2=[O:17])=[CH:8][CH:7]=1)([CH3:2])([CH3:3])[CH3:4]. Given the reactants [C:1]([S:5][C:6]1[CH:11]=[CH:10][C:9]([N:12]([CH2:18][CH2:19][C:20]([O:22]CC)=O)[C:13](=[O:17])[CH2:14][C:15]#[N:16])=[CH:8][CH:7]=1)([CH3:4])([CH3:3])[CH3:2].N1(C2CCCCCCCCCC2)CCCN=CCCCCC1, predict the reaction product. (4) Given the reactants [Al+3].[Cl-].[Cl-].[Cl-].Cl[C:6]1[C:11]2[CH:12]=[CH:13][CH:14]=[CH:15][C:10]=2[S:9](=[O:17])(=[O:16])[NH:8][N:7]=1.[F:18][C:19]1[CH:20]=[C:21]2[C:25](=[CH:26][CH:27]=1)[NH:24][C:23]([CH3:28])=[CH:22]2, predict the reaction product. The product is: [F:18][C:19]1[CH:20]=[C:21]2[C:25](=[CH:26][CH:27]=1)[NH:24][C:23]([CH3:28])=[C:22]2[C:6]1[C:11]2[CH:12]=[CH:13][CH:14]=[CH:15][C:10]=2[S:9](=[O:17])(=[O:16])[NH:8][N:7]=1. (5) Given the reactants [CH3:1][C:2]1[NH:3][C:4]2[C:9]([CH:10]=1)=[CH:8][CH:7]=[CH:6][C:5]=2[CH3:11].[CH3:12]C1C2C(=CC=CC=2)NC=1, predict the reaction product. The product is: [CH3:12][N:3]1[C:4]2[C:9](=[CH:8][CH:7]=[CH:6][C:5]=2[CH3:11])[CH:10]=[C:2]1[CH3:1]. (6) Given the reactants [F:1][C:2]1([C:17]([OH:19])=O)[CH2:7][CH2:6][CH2:5][N:4]([C:8](=[O:16])[C:9]2[CH:14]=[CH:13][C:12]([F:15])=[CH:11][CH:10]=2)[CH2:3]1.O[NH:21][C:22]([C:24]1[NH:25][CH:26]=[CH:27][CH:28]=1)=[NH:23].C1C=CC2N(O)N=NC=2C=1.CCN=C=NCCCN(C)C.Cl.C(N(CC)CC)C, predict the reaction product. The product is: [F:15][C:12]1[CH:11]=[CH:10][C:9]([C:8]([N:4]2[CH2:5][CH2:6][CH2:7][C:2]([F:1])([C:17]3[O:19][N:23]=[C:22]([C:24]4[NH:25][CH:26]=[CH:27][CH:28]=4)[N:21]=3)[CH2:3]2)=[O:16])=[CH:14][CH:13]=1. (7) Given the reactants [CH:1]([C:3]1[C:4]([OH:25])=[CH:5][CH:6]=[C:7]2[C:12]=1[N:11]=[C:10]([CH:13]([CH3:15])[CH3:14])[N:9]([C:16]1[CH:23]=[CH:22][C:19]([C:20]#[N:21])=[CH:18][CH:17]=1)[C:8]2=[O:24])=[O:2].C([O-])([O-])=O.[K+].[K+].[CH3:32][O:33][C:34]1[CH:41]=[CH:40][C:37]([CH2:38]Br)=[CH:36][CH:35]=1, predict the reaction product. The product is: [CH:1]([C:3]1[C:4]([O:25][CH2:38][C:37]2[CH:40]=[CH:41][C:34]([O:33][CH3:32])=[CH:35][CH:36]=2)=[CH:5][CH:6]=[C:7]2[C:12]=1[N:11]=[C:10]([CH:13]([CH3:15])[CH3:14])[N:9]([C:16]1[CH:23]=[CH:22][C:19]([C:20]#[N:21])=[CH:18][CH:17]=1)[C:8]2=[O:24])=[O:2].